This data is from Forward reaction prediction with 1.9M reactions from USPTO patents (1976-2016). The task is: Predict the product of the given reaction. (1) Given the reactants [Cl:1]C(OC(Cl)C)=O.C([N:21]1[CH2:24][CH:23]([C:25]2[C:29]3[CH:30]=[CH:31][CH:32]=[CH:33][C:28]=3[O:27][CH:26]=2)[CH2:22]1)(C1C=CC=CC=1)C1C=CC=CC=1.C(O)C, predict the reaction product. The product is: [ClH:1].[O:27]1[C:28]2[CH:33]=[CH:32][CH:31]=[CH:30][C:29]=2[C:25]([CH:23]2[CH2:22][NH:21][CH2:24]2)=[CH:26]1. (2) Given the reactants CC1C=CC(S(O[CH2:12][CH:13]2[CH2:17][C:16]3[CH:18]=[CH:19][C:20]([C:22]4[CH:27]=[CH:26][CH:25]=[CH:24][CH:23]=4)=[CH:21][C:15]=3[O:14]2)(=O)=O)=CC=1.[N-:28]=[N+:29]=[N-:30].[Na+], predict the reaction product. The product is: [C:22]1([C:20]2[CH:19]=[CH:18][C:16]3[CH2:17][CH:13]([CH2:12][N:28]=[N+:29]=[N-:30])[O:14][C:15]=3[CH:21]=2)[CH:27]=[CH:26][CH:25]=[CH:24][CH:23]=1.